This data is from Catalyst prediction with 721,799 reactions and 888 catalyst types from USPTO. The task is: Predict which catalyst facilitates the given reaction. (1) Reactant: [CH:1]([C:3]1[CH:10]=[CH:9][C:6]([C:7]#[N:8])=[CH:5][CH:4]=1)=[O:2].[F:11][C:12]([Si](C)(C)C)([F:14])[F:13].[F-].C([N+](CCCC)(CCCC)CCCC)CCC.Cl. Product: [F:11][C:12]([F:14])([F:13])[CH:1]([C:3]1[CH:10]=[CH:9][C:6]([C:7]#[N:8])=[CH:5][CH:4]=1)[OH:2]. The catalyst class is: 7. (2) Reactant: C(OC([N:8]1[CH2:14][CH2:13][C:12]2[CH:15]=[C:16]([O:19][CH2:20][C:21]3[CH:26]=[CH:25][CH:24]=[CH:23][CH:22]=3)[CH:17]=[CH:18][C:11]=2[CH2:10][CH2:9]1)=O)(C)(C)C.FC(F)(F)C(O)=O. Product: [CH2:20]([O:19][C:16]1[CH:17]=[CH:18][C:11]2[CH2:10][CH2:9][NH:8][CH2:14][CH2:13][C:12]=2[CH:15]=1)[C:21]1[CH:22]=[CH:23][CH:24]=[CH:25][CH:26]=1. The catalyst class is: 4. (3) Reactant: Cl.[F:2][C:3]([F:32])([F:31])[C:4]1[CH:5]=[C:6]([CH:24]=[C:25]([C:27]([F:30])([F:29])[F:28])[CH:26]=1)[C:7]([N:9]1[CH2:14][CH2:13][NH:12][CH2:11][C@H:10]1[CH2:15][C:16]1[CH:21]=[CH:20][C:19]([Cl:22])=[C:18]([Cl:23])[CH:17]=1)=[O:8].[N+:33]([C:36]1[CH:43]=[CH:42][C:39]([CH2:40]Cl)=[CH:38][CH:37]=1)([O-:35])=[O:34].C(N(CC)CC)C. Product: [F:30][C:27]([F:29])([F:28])[C:25]1[CH:24]=[C:6]([CH:5]=[C:4]([C:3]([F:2])([F:31])[F:32])[CH:26]=1)[C:7]([N:9]1[CH2:14][CH2:13][N:12]([CH2:40][C:39]2[CH:42]=[CH:43][C:36]([N+:33]([O-:35])=[O:34])=[CH:37][CH:38]=2)[CH2:11][C@H:10]1[CH2:15][C:16]1[CH:21]=[CH:20][C:19]([Cl:22])=[C:18]([Cl:23])[CH:17]=1)=[O:8]. The catalyst class is: 7. (4) The catalyst class is: 2. Product: [NH:14]1[CH2:17][CH:16]([C:18]2[N:22]=[C:21]([C@H:23]([CH2:32][CH2:33][CH2:34][CH:35]3[CH2:36][CH2:37][CH2:38][CH2:39][CH2:40]3)[CH2:24][C:25]([O:27][CH3:28])=[O:26])[O:20][N:19]=2)[CH2:15]1. Reactant: C([N:14]1[CH2:17][CH:16]([C:18]2[N:22]=[C:21]([C@H:23]([CH2:32][CH2:33][CH2:34][CH:35]3[CH2:40][CH2:39][CH2:38][CH2:37][CH2:36]3)[CH2:24][C:25]([O:27][C:28](C)(C)C)=[O:26])[O:20][N:19]=2)[CH2:15]1)(C1C=CC=CC=1)C1C=CC=CC=1.CC(Cl)OC(Cl)=O. (5) Reactant: [N:1]([CH2:4][CH2:5][NH:6][C:7](=[O:21])[CH2:8][CH2:9][CH2:10][CH2:11][CH2:12][CH2:13][CH2:14][CH2:15][CH2:16][CH2:17][CH2:18][CH2:19]C)=[N+:2]=[N-:3].N([CH2:25][CH2:26]N)=[N+]=[N-].C(N(CC)CC)C. Product: [N:1]([CH2:4][CH2:5][NH:6][C:7](=[O:21])[C:8]1[CH:9]=[CH:10][C:11]([CH2:12][CH2:13][CH2:14][CH2:15][CH2:16][CH2:17][CH2:18][CH3:19])=[CH:26][CH:25]=1)=[N+:2]=[N-:3]. The catalyst class is: 4. (6) The catalyst class is: 738. Product: [CH2:41]([O:48][CH2:49][CH2:50][C:51]1[CH:56]=[CH:55][C:54]([C:57]2[CH:58]=[CH:59][C:60]([C:63]([CH3:70])([CH3:69])[C:64]([OH:66])=[O:65])=[CH:61][CH:62]=2)=[CH:53][CH:52]=1)[C:42]1[CH:43]=[CH:44][CH:45]=[CH:46][CH:47]=1. Reactant: C(OCCC1C=CC(Br)=CC=1)C1C=CC=CC=1.CC(C1C=CC(B2OC(C)(C)C(C)(C)O2)=CC=1)(C)C(OCC)=O.[CH2:41]([O:48][CH2:49][CH2:50][C:51]1[CH:56]=[CH:55][C:54]([C:57]2[CH:62]=[CH:61][C:60]([C:63]([CH3:70])([CH3:69])[C:64]([O:66]CC)=[O:65])=[CH:59][CH:58]=2)=[CH:53][CH:52]=1)[C:42]1[CH:47]=[CH:46][CH:45]=[CH:44][CH:43]=1.O.[OH-].[Li+].